Predict which catalyst facilitates the given reaction. From a dataset of Catalyst prediction with 721,799 reactions and 888 catalyst types from USPTO. The catalyst class is: 3. Product: [CH2:24]([N:12]1[C:11]2[CH:16]=[CH:17][C:8]([O:7][CH:2]3[CH2:3][CH2:4][CH2:5][CH2:6][O:1]3)=[CH:9][C:10]=2[O:14][C:13]1=[O:15])[C:25]1[CH:30]=[CH:29][CH:28]=[CH:27][CH:26]=1. Reactant: [O:1]1[CH2:6][CH2:5][CH2:4][CH2:3][CH:2]1[O:7][C:8]1[CH:17]=[CH:16][C:11]2[NH:12][C:13](=[O:15])[O:14][C:10]=2[CH:9]=1.C([O-])([O-])=O.[K+].[K+].[CH2:24](Br)[C:25]1[CH:30]=[CH:29][CH:28]=[CH:27][CH:26]=1.